From a dataset of Reaction yield outcomes from USPTO patents with 853,638 reactions. Predict the reaction yield, written as a fraction of the theoretical maximum amount of product (1.0 means a 100% yield; for example, 0.34 means a 34% yield). (1) The reactants are [CH2:1]([Li])CCC.[Cl:6][C:7]1[CH:12]=[CH:11][C:10]([N:13]2[CH2:18][CH2:17][C:16](=O)[CH2:15][CH2:14]2)=[CH:9][CH:8]=1. The catalyst is [Br-].C[P+](C1C=CC=CC=1)(C1C=CC=CC=1)C1C=CC=CC=1.C1COCC1. The product is [Cl:6][C:7]1[CH:12]=[CH:11][C:10]([N:13]2[CH2:18][CH2:17][C:16](=[CH2:1])[CH2:15][CH2:14]2)=[CH:9][CH:8]=1. The yield is 0.472. (2) The reactants are Br[C:2]1[CH:16]=[CH:15][C:5]([CH2:6][O:7][Si:8]([C:11]([CH3:14])([CH3:13])[CH3:12])([CH3:10])[CH3:9])=[CH:4][CH:3]=1.Cl.[F:18][C:19]([F:27])([F:26])[CH:20]1[CH2:25][CH2:24][NH:23][CH2:22][CH2:21]1.CC(C)([O-])C.[Na+]. The catalyst is COCCOC. The product is [Si:8]([O:7][CH2:6][C:5]1[CH:15]=[CH:16][C:2]([N:23]2[CH2:24][CH2:25][CH:20]([C:19]([F:27])([F:26])[F:18])[CH2:21][CH2:22]2)=[CH:3][CH:4]=1)([C:11]([CH3:14])([CH3:13])[CH3:12])([CH3:10])[CH3:9]. The yield is 0.920.